Dataset: Full USPTO retrosynthesis dataset with 1.9M reactions from patents (1976-2016). Task: Predict the reactants needed to synthesize the given product. (1) Given the product [CH3:8][C:9]1[O:10][C:11]2[CH:17]=[C:16]([CH:18]=[C:7]3[S:1][C:2](=[S:3])[NH:4][C:5]3=[O:6])[CH:15]=[CH:14][C:12]=2[N:13]=1, predict the reactants needed to synthesize it. The reactants are: [S:1]1[CH2:7][C:5](=[O:6])[NH:4][C:2]1=[S:3].[CH3:8][C:9]1[O:10][C:11]2[CH:17]=[C:16]([CH:18]=O)[CH:15]=[CH:14][C:12]=2[N:13]=1.N1C=CC=CC=1. (2) The reactants are: C(Cl)Cl.[Br:4][C:5]1[CH:13]=[CH:12][C:8]([C:9]([OH:11])=O)=[CH:7][C:6]=1[F:14].C(Cl)(=O)C(Cl)=O.C([N:23]([CH2:26]C)CC)C.C(#[N:30])C. Given the product [N+:23](=[CH:26][C:9]([C:8]1[CH:12]=[CH:13][C:5]([Br:4])=[C:6]([F:14])[CH:7]=1)=[O:11])=[N-:30], predict the reactants needed to synthesize it. (3) Given the product [CH3:23][O:22][C:20](=[O:21])[C:19]([OH:24])([C:18]([F:26])([F:25])[F:17])[C:13]1[C:14](=[O:15])[N:10]([C:7]2[CH:6]=[CH:5][C:4]([CH:1]([CH3:3])[CH3:2])=[CH:9][CH:8]=2)[NH:11][C:12]=1[CH3:16], predict the reactants needed to synthesize it. The reactants are: [CH:1]([C:4]1[CH:9]=[CH:8][C:7]([N:10]2[C:14](=[O:15])[CH:13]=[C:12]([CH3:16])[NH:11]2)=[CH:6][CH:5]=1)([CH3:3])[CH3:2].[F:17][C:18]([F:26])([F:25])[C:19](=[O:24])[C:20]([O:22][CH3:23])=[O:21]. (4) Given the product [C:31]1([CH2:37][CH2:38][CH2:39][CH2:40][NH:41][C:42]([C@@H:44]2[CH2:49][CH2:48][CH2:47][CH2:46][N:45]2[S:27](=[O:29])(=[O:28])[NH:26][C:18]2[CH:17]=[C:16]([O:15][CH3:14])[C:21]([O:22][CH3:23])=[C:20]([O:24][CH3:25])[CH:19]=2)=[O:43])[CH:32]=[CH:33][CH:34]=[CH:35][CH:36]=1, predict the reactants needed to synthesize it. The reactants are: N1C=C(C)C=C(C)C=1.S(Cl)(=O)(=O)N.[CH3:14][O:15][C:16]1[CH:17]=[C:18]([NH:26][S:27](Cl)(=[O:29])=[O:28])[CH:19]=[C:20]([O:24][CH3:25])[C:21]=1[O:22][CH3:23].[C:31]1([CH2:37][CH2:38][CH2:39][CH2:40][NH:41][C:42]([C@@H:44]2[CH2:49][CH2:48][CH2:47][CH2:46][NH:45]2)=[O:43])[CH:36]=[CH:35][CH:34]=[CH:33][CH:32]=1. (5) Given the product [Cl:1][C:2]1[CH:7]=[CH:6][CH:5]=[CH:4][C:3]=1[C:8]1[CH:13]=[C:12]([CH2:14][N:15]2[C:19](=[O:20])[N:18]([CH2:21][C@H:22]([OH:27])[C:23]([F:26])([F:25])[F:24])[C:17]([C:28]3[CH:29]=[CH:30][C:31]([Cl:34])=[CH:32][CH:33]=3)=[N:16]2)[CH:11]=[C:10]([C:35]([OH:37])=[O:36])[CH:9]=1, predict the reactants needed to synthesize it. The reactants are: [Cl:1][C:2]1[CH:7]=[CH:6][CH:5]=[CH:4][C:3]=1[C:8]1[CH:13]=[C:12]([CH2:14][N:15]2[C:19](=[O:20])[N:18]([CH2:21][C@H:22]([OH:27])[C:23]([F:26])([F:25])[F:24])[C:17]([C:28]3[CH:33]=[CH:32][C:31]([Cl:34])=[CH:30][CH:29]=3)=[N:16]2)[CH:11]=[C:10]([C:35]([O:37]C)=[O:36])[CH:9]=1.[OH-].[Na+]. (6) Given the product [CH2:59]([NH:60][C:1]([C@:4]([NH:14][C:15](=[O:24])[O:16][CH2:17][C:18]1[CH:23]=[CH:22][N:21]=[CH:20][CH:19]=1)([CH3:13])[CH2:5][C:6]1[CH:11]=[CH:10][C:9]([OH:12])=[CH:8][CH:7]=1)=[O:3])[CH2:58][CH:57]([CH3:61])[CH3:56], predict the reactants needed to synthesize it. The reactants are: [C:1]([C@:4]([NH:14][C:15](=[O:24])[O:16][CH2:17][C:18]1[CH:23]=[CH:22][N:21]=[CH:20][CH:19]=1)([CH3:13])[CH2:5][C:6]1[CH:11]=[CH:10][C:9]([OH:12])=[CH:8][CH:7]=1)([OH:3])=O.CN(C(ON1N=NC2C=CC=CC1=2)=[N+](C)C)C.[B-](F)(F)(F)F.CCN(C(C)C)C(C)C.[CH3:56][CH:57]([CH3:61])[CH2:58][CH2:59][NH2:60]. (7) Given the product [CH2:1]([N:3]1[CH2:8][CH2:7][N:6]([C:10]2[N:15]=[CH:14][C:13]([C:16]3[CH:21]=[CH:20][CH:19]=[CH:18][N:17]=3)=[CH:12][CH:11]=2)[CH2:5][CH2:4]1)[CH3:2], predict the reactants needed to synthesize it. The reactants are: [CH2:1]([N:3]1[CH2:8][CH2:7][NH:6][CH2:5][CH2:4]1)[CH3:2].Cl[C:10]1[N:15]=[CH:14][C:13]([C:16]2[CH:21]=[CH:20][CH:19]=[CH:18][N:17]=2)=[CH:12][CH:11]=1. (8) Given the product [CH3:1][O:2][C:3]1[CH:4]=[C:5]2[C:10](=[CH:11][C:12]=1[O:13][CH3:14])[N:9]=[C:8]([S:15][CH3:16])[CH:7]=[C:6]2[O:17][C:18]1[C:19]([F:25])=[CH:20][CH:21]=[CH:22][C:23]=1[C:27]1([F:26])[CH:28]=[CH:29][C:30]([NH:33][C:34]([C:36]2([C:39]([NH2:43])=[O:41])[CH2:37][CH2:38]2)=[O:35])=[CH:31][CH2:32]1, predict the reactants needed to synthesize it. The reactants are: [CH3:1][O:2][C:3]1[CH:4]=[C:5]2[C:10](=[CH:11][C:12]=1[O:13][CH3:14])[N:9]=[C:8]([S:15][CH3:16])[CH:7]=[C:6]2[O:17][C:18]1[CH:23]=[CH:22][C:21](N)=[CH:20][C:19]=1[F:25].[F:26][C:27]1[CH:32]=[CH:31][C:30]([NH:33][C:34]([C:36]2([C:39]([OH:41])=O)[CH2:38][CH2:37]2)=[O:35])=[CH:29][CH:28]=1.C[N:43](C(ON1N=NC2C=CC=NC1=2)=[N+](C)C)C.F[P-](F)(F)(F)(F)F.O. (9) Given the product [Cl:7][C:8]1[CH:15]=[C:14]([O:5][CH2:4][CH2:3][CH2:2][CH2:1][OH:6])[CH:13]=[CH:12][C:9]=1[C:10]#[N:11], predict the reactants needed to synthesize it. The reactants are: [CH2:1]([OH:6])[CH2:2][CH2:3][CH2:4][OH:5].[Cl:7][C:8]1[CH:15]=[C:14](F)[CH:13]=[CH:12][C:9]=1[C:10]#[N:11]. (10) The reactants are: Cl.[NH:2]1[CH:6]=[CH:5][CH:4]=[C:3]1[C:7]1[O:11][N:10]=[C:9]([C@H:12]2[CH2:17][CH2:16][CH2:15][NH:14][CH2:13]2)[N:8]=1.[F:18][C:19]1[N:24]=[CH:23][C:22]([C:25](O)=[O:26])=[CH:21][CH:20]=1. Given the product [F:18][C:19]1[N:24]=[CH:23][C:22]([C:25]([N:14]2[CH2:15][CH2:16][CH2:17][C@H:12]([C:9]3[N:8]=[C:7]([C:3]4[NH:2][CH:6]=[CH:5][CH:4]=4)[O:11][N:10]=3)[CH2:13]2)=[O:26])=[CH:21][CH:20]=1, predict the reactants needed to synthesize it.